Dataset: Choline transporter screen with 302,306 compounds. Task: Binary Classification. Given a drug SMILES string, predict its activity (active/inactive) in a high-throughput screening assay against a specified biological target. (1) The compound is S(=O)(=O)(NC)c1cc(C(=O)NCC2(N3CCCCC3)CCCCC2)ccc1. The result is 0 (inactive). (2) The drug is S(=O)(=O)(Nc1ccc(cc1)C)c1ccc(NC(=O)c2sccc2)cc1. The result is 0 (inactive).